The task is: Predict the product of the given reaction.. This data is from Forward reaction prediction with 1.9M reactions from USPTO patents (1976-2016). (1) Given the reactants [C:1]([C:3]1[CH:8]=[CH:7][C:6]([N:9]2[C@H:14]([CH3:15])[CH2:13][N:12]([C:16]([NH:18][C:19]3[CH:24]=[CH:23][C:22]([N+:25]([O-])=O)=[CH:21][CH:20]=3)=[O:17])[C@@H:11]([CH3:28])[CH2:10]2)=[CH:5][C:4]=1[C:29]([F:32])([F:31])[F:30])#[N:2].O.[Cl-].[NH4+], predict the reaction product. The product is: [NH2:25][C:22]1[CH:21]=[CH:20][C:19]([NH:18][C:16]([N:12]2[CH2:13][C@@H:14]([CH3:15])[N:9]([C:6]3[CH:7]=[CH:8][C:3]([C:1]#[N:2])=[C:4]([C:29]([F:32])([F:31])[F:30])[CH:5]=3)[CH2:10][C@@H:11]2[CH3:28])=[O:17])=[CH:24][CH:23]=1. (2) Given the reactants Br[C:2]1[CH:7]=[CH:6][N:5]=[C:4]([C:8]2[CH:13]=[CH:12][CH:11]=[CH:10][CH:9]=2)[CH:3]=1.C([Li])CCC.Cl[Si:20]([CH:27]([CH3:29])[CH3:28])([CH:24]([CH3:26])[CH3:25])[CH:21]([CH3:23])[CH3:22], predict the reaction product. The product is: [C:8]1([C:4]2[CH:3]=[C:2]([Si:20]([CH:27]([CH3:29])[CH3:28])([CH:24]([CH3:26])[CH3:25])[CH:21]([CH3:23])[CH3:22])[CH:7]=[CH:6][N:5]=2)[CH:13]=[CH:12][CH:11]=[CH:10][CH:9]=1. (3) Given the reactants [CH2:1]([NH:8][C:9](=[O:18])[C:10]1[CH:15]=[CH:14][C:13]([NH:16][NH2:17])=[N:12][CH:11]=1)[C:2]1[CH:7]=[CH:6][CH:5]=[CH:4][CH:3]=1.[C:19]([C:21]1[CH:26]=[CH:25][C:24]([C:27](=[CH:32]N(C)C)[C:28](OC)=[O:29])=[CH:23][C:22]=1[F:36])#[N:20].C(O)(=O)C.CCN(C(C)C)C(C)C, predict the reaction product. The product is: [CH2:1]([NH:8][C:9](=[O:18])[C:10]1[CH:15]=[CH:14][C:13]([N:16]2[C:28]([OH:29])=[C:27]([C:24]3[CH:25]=[CH:26][C:21]([C:19]#[N:20])=[C:22]([F:36])[CH:23]=3)[CH:32]=[N:17]2)=[N:12][CH:11]=1)[C:2]1[CH:3]=[CH:4][CH:5]=[CH:6][CH:7]=1. (4) Given the reactants [Cl:1][C:2]1[CH:3]=[C:4]([CH2:9][OH:10])[CH:5]=[N:6][C:7]=1Cl.CC(OC)(C)C.C([O-])([O-])=O.[Na+].[Na+].[CH3:23][N:24](C=O)C, predict the reaction product. The product is: [Cl:1][C:2]1[C:7]([C:23]#[N:24])=[N:6][CH:5]=[C:4]([CH2:9][OH:10])[CH:3]=1. (5) The product is: [CH3:1][N:2]([CH3:18])[CH2:3][CH2:4][N:5]1[CH2:10][CH2:9][O:8][C:7]2[CH:11]=[CH:12][C:13]([NH2:15])=[CH:14][C:6]1=2. Given the reactants [CH3:1][N:2]([CH3:18])[CH2:3][CH2:4][N:5]1[CH2:10][CH2:9][O:8][C:7]2[CH:11]=[CH:12][C:13]([N+:15]([O-])=O)=[CH:14][C:6]1=2, predict the reaction product. (6) Given the reactants [F:1][C:2]([F:21])([F:20])[O:3][C:4]1[CH:5]=[C:6]([CH:17]=[CH:18][CH:19]=1)[CH2:7][N:8]1[C:12](=[O:13])[CH2:11][CH2:10][C@@H:9]1[C:14]([OH:16])=O.[NH2:22][CH:23]([CH2:29][C:30]1[CH:35]=[CH:34][CH:33]=[CH:32][CH:31]=1)[CH:24]([OH:28])[C:25]([NH2:27])=[O:26].O[NH-].O=[N-], predict the reaction product. The product is: [NH2:27][C:25](=[O:26])[C:24](=[O:28])[CH:23]([NH:22][C:14]([C@H:9]1[CH2:10][CH2:11][C:12](=[O:13])[N:8]1[CH2:7][C:6]1[CH:17]=[CH:18][CH:19]=[C:4]([O:3][C:2]([F:1])([F:21])[F:20])[CH:5]=1)=[O:16])[CH2:29][C:30]1[CH:31]=[CH:32][CH:33]=[CH:34][CH:35]=1.